This data is from Forward reaction prediction with 1.9M reactions from USPTO patents (1976-2016). The task is: Predict the product of the given reaction. (1) Given the reactants [F:1][C:2]([F:29])([F:28])[C:3]1[CH:12]=[C:11]2[C:6]([CH2:7][CH2:8][CH2:9][N:10]2[CH2:13][C:14]2[CH:15]=[C:16]([C:20]3[CH:25]=[CH:24][C:23]([CH2:26][OH:27])=[CH:22][CH:21]=3)[CH:17]=[CH:18][CH:19]=2)=[CH:5][CH:4]=1.[CH3:30][O:31][C:32](=[O:40])[C:33]1[CH:38]=[C:37](O)[CH:36]=[N:35][CH:34]=1.N(C(N1CCCCC1)=O)=NC(N1CCCCC1)=O.N1C=CN=C1.CP(C)C, predict the reaction product. The product is: [CH3:30][O:31][C:32](=[O:40])[C:33]1[CH:38]=[C:37]([O:27][CH2:26][C:23]2[CH:24]=[CH:25][C:20]([C:16]3[CH:17]=[CH:18][CH:19]=[C:14]([CH2:13][N:10]4[C:11]5[C:6](=[CH:5][CH:4]=[C:3]([C:2]([F:28])([F:1])[F:29])[CH:12]=5)[CH2:7][CH2:8][CH2:9]4)[CH:15]=3)=[CH:21][CH:22]=2)[CH:36]=[N:35][CH:34]=1. (2) The product is: [CH:1]1([N:4]([CH:18]2[CH2:23][CH2:22][N:21]([C:24]3[N:27]=[C:31]([CH:28]4[CH2:30][CH2:29]4)[O:26][N:25]=3)[CH2:20][CH2:19]2)[C:5](=[O:17])[C:6]2[CH:11]=[CH:10][C:9]([C:12]3[O:16][CH:15]=[N:14][CH:13]=3)=[CH:8][CH:7]=2)[CH2:3][CH2:2]1. Given the reactants [CH:1]1([N:4]([CH:18]2[CH2:23][CH2:22][N:21]([C:24](=[NH:27])[NH:25][OH:26])[CH2:20][CH2:19]2)[C:5](=[O:17])[C:6]2[CH:11]=[CH:10][C:9]([C:12]3[O:16][CH:15]=[N:14][CH:13]=3)=[CH:8][CH:7]=2)[CH2:3][CH2:2]1.[CH:28]1([C:31](Cl)=O)[CH2:30][CH2:29]1, predict the reaction product. (3) Given the reactants [Cl:1][C:2]1[CH:7]=[C:6]([F:8])[C:5]([C:9]2[C:18]3[C:13](=[CH:14][C:15]([N:19]4[CH2:24][CH2:23][O:22][CH2:21][CH2:20]4)=[CH:16][CH:17]=3)[N:12]=[CH:11][N:10]=2)=[CH:4][C:3]=1[CH:25]([C:27]1[N:28]=[N:29][C:30]([O:33][CH3:34])=[CH:31][CH:32]=1)[OH:26].S([O-])([O-])(=O)=S.[Na+].[Na+], predict the reaction product. The product is: [Cl:1][C:2]1[CH:7]=[C:6]([F:8])[C:5]([C:9]2[C:18]3[C:13](=[CH:14][C:15]([N:19]4[CH2:24][CH2:23][O:22][CH2:21][CH2:20]4)=[CH:16][CH:17]=3)[N:12]=[CH:11][N:10]=2)=[CH:4][C:3]=1[C:25]([C:27]1[N:28]=[N:29][C:30]([O:33][CH3:34])=[CH:31][CH:32]=1)=[O:26]. (4) Given the reactants CN1CCOCC1.CN(C(ON1N=NC2C=CC=NC1=2)=[N+](C)C)C.F[P-](F)(F)(F)(F)F.[CH3:32][O:33][C:34](=[O:48])[C@H:35]([CH2:37][C:38]1[CH:39]=[N:40][C:41]([C:44]([F:47])([F:46])[F:45])=[CH:42][CH:43]=1)[NH2:36].[C:49]([O:53][C:54]([NH:56][C@@H:57]([C:63](O)=[O:64])[CH2:58][C:59]([CH3:62])([CH3:61])[CH3:60])=[O:55])([CH3:52])([CH3:51])[CH3:50].P([O-])(O)(O)=O.[K+], predict the reaction product. The product is: [CH3:32][O:33][C:34](=[O:48])[C@H:35]([CH2:37][C:38]1[CH:39]=[N:40][C:41]([C:44]([F:46])([F:45])[F:47])=[CH:42][CH:43]=1)[NH:36][C:63](=[O:64])[C@@H:57]([CH2:58][C:59]([CH3:62])([CH3:61])[CH3:60])[NH:56][C:54]([O:53][C:49]([CH3:50])([CH3:51])[CH3:52])=[O:55]. (5) Given the reactants [NH2:1][C:2]1[N:3]=[N:4][C:5]([Cl:8])=[CH:6][CH:7]=1.[F:9][C:10]([F:23])([F:22])[O:11][C:12]1[CH:13]=[C:14]([CH2:18][C:19](O)=[O:20])[CH:15]=[CH:16][CH:17]=1.CCN(C(C)C)C(C)C.CCCP(=O)=O.C(=O)(O)[O-].[Na+], predict the reaction product. The product is: [Cl:8][C:5]1[N:4]=[N:3][C:2]([NH:1][C:19](=[O:20])[CH2:18][C:14]2[CH:15]=[CH:16][CH:17]=[C:12]([O:11][C:10]([F:22])([F:9])[F:23])[CH:13]=2)=[CH:7][CH:6]=1.